From a dataset of Full USPTO retrosynthesis dataset with 1.9M reactions from patents (1976-2016). Predict the reactants needed to synthesize the given product. (1) Given the product [Cl:1][C:2]1[CH:33]=[CH:32][C:31]([S:34](=[O:40])(=[O:39])[NH:35][CH:36]2[CH2:38][CH2:37]2)=[CH:30][C:3]=1[C:4]1[NH:6][C:7](=[O:8])[N:9]([C:18]2[CH:23]=[CH:22][C:21]([C:24]([O:26][CH3:27])=[O:25])=[C:20]([O:28][CH3:29])[CH:19]=2)[N:10]=1, predict the reactants needed to synthesize it. The reactants are: [Cl:1][C:2]1[CH:33]=[CH:32][C:31]([S:34](=[O:40])(=[O:39])[NH:35][CH:36]2[CH2:38][CH2:37]2)=[CH:30][C:3]=1[C:4]([NH:6][C:7]([N:9]([C:18]1[CH:23]=[CH:22][C:21]([C:24]([O:26][CH3:27])=[O:25])=[C:20]([O:28][CH3:29])[CH:19]=1)[NH:10]C(OC(C)(C)C)=O)=[O:8])=O.C(O)(C(F)(F)F)=O. (2) Given the product [Br:1][C:2]1[CH:3]=[C:4]([CH:9]2[C:14]3[C:15](=[O:17])[NH:26][CH2:19][C:13]=3[NH:12][C:11]3[CH2:21][O:22][CH2:23][C:24](=[O:25])[C:10]2=3)[CH:5]=[CH:6][C:7]=1[F:8], predict the reactants needed to synthesize it. The reactants are: [Br:1][C:2]1[CH:3]=[C:4]([CH:9]2[C:14]([C:15]([O:17]C)=O)=[C:13]([CH2:19]Br)[NH:12][C:11]3[CH2:21][O:22][CH2:23][C:24](=[O:25])[C:10]2=3)[CH:5]=[CH:6][C:7]=1[F:8].[NH3:26].CO. (3) Given the product [CH:25]([N:26]1[CH2:31][CH2:30][N:29]([CH2:17][CH2:16][CH2:15][CH:13]2[O:12][N:11]=[C:10]([C:6]3[CH:7]=[CH:8][CH:9]=[C:4]([N+:1]([O-:3])=[O:2])[CH:5]=3)[CH2:14]2)[CH2:28][CH2:27]1)([C:32]1[CH:37]=[CH:36][CH:35]=[CH:34][CH:33]=1)[C:19]1[CH:24]=[CH:23][CH:22]=[CH:21][CH:20]=1, predict the reactants needed to synthesize it. The reactants are: [N+:1]([C:4]1[CH:5]=[C:6]([C:10]2[CH2:14][CH:13]([CH2:15][CH2:16][CH:17]=O)[O:12][N:11]=2)[CH:7]=[CH:8][CH:9]=1)([O-:3])=[O:2].[C:19]1([CH:25]([C:32]2[CH:37]=[CH:36][CH:35]=[CH:34][CH:33]=2)[N:26]2[CH2:31][CH2:30][NH:29][CH2:28][CH2:27]2)[CH:24]=[CH:23][CH:22]=[CH:21][CH:20]=1.[BH-](OC(C)=O)(OC(C)=O)OC(C)=O.[Na+]. (4) Given the product [F:16][C:17]1[CH:22]=[CH:21][CH:20]=[CH:19][C:18]=1[C:23]1[N:24]=[C:25]([N:28]2[CH2:29][CH2:30][N:31]([C:8]([NH:7][C:3]3[CH:2]=[N:1][CH:6]=[CH:5][CH:4]=3)=[O:15])[CH2:32][CH2:33]2)[S:26][CH:27]=1, predict the reactants needed to synthesize it. The reactants are: [N:1]1[CH:6]=[CH:5][CH:4]=[C:3]([NH:7][C:8](=[O:15])OCC(Cl)(Cl)Cl)[CH:2]=1.[F:16][C:17]1[CH:22]=[CH:21][CH:20]=[CH:19][C:18]=1[C:23]1[N:24]=[C:25]([N:28]2[CH2:33][CH2:32][NH:31][CH2:30][CH2:29]2)[S:26][CH:27]=1.C(N(C(C)C)CC)(C)C.